From a dataset of Full USPTO retrosynthesis dataset with 1.9M reactions from patents (1976-2016). Predict the reactants needed to synthesize the given product. (1) The reactants are: B(Br)(Br)Br.[Cl:5][C:6]1[C:7]([N:13]2[CH2:18][CH2:17][N:16]([C:19]([C:21]3[C:22]([C:27]4[CH:32]=[CH:31][CH:30]=[CH:29][C:28]=4[O:33]C)=[N:23][O:24][C:25]=3[CH3:26])=[O:20])[CH2:15][CH2:14]2)=[N:8][CH:9]=[C:10]([Cl:12])[CH:11]=1.O.C([O-])(O)=O.[Na+]. Given the product [Cl:5][C:6]1[C:7]([N:13]2[CH2:14][CH2:15][N:16]([C:19]([C:21]3[C:22]([C:27]4[CH:32]=[CH:31][CH:30]=[CH:29][C:28]=4[OH:33])=[N:23][O:24][C:25]=3[CH3:26])=[O:20])[CH2:17][CH2:18]2)=[N:8][CH:9]=[C:10]([Cl:12])[CH:11]=1, predict the reactants needed to synthesize it. (2) Given the product [Cl:20][C:21]1[CH:26]=[CH:25][CH:24]=[CH:23][C:22]=1[C:28]1[C:33]([C:34]2[NH:38][CH:37]=[CH:36][N:35]=2)=[CH:32][N:31]=[C:30]([NH:39][CH2:40][CH2:41][NH:42][C:12]2[N:13]=[CH:14][C:15]([C:18]#[N:19])=[CH:16][CH:17]=2)[N:29]=1, predict the reactants needed to synthesize it. The reactants are: ClC1C=CC=CC=1C(Cl)=O.Cl[C:12]1[CH:17]=[CH:16][C:15]([C:18]#[N:19])=[CH:14][N:13]=1.[Cl:20][C:21]1[CH:26]=[C:25](Cl)[CH:24]=[CH:23][C:22]=1[C:28]1[C:33]([C:34]2[NH:35][CH:36]=[CH:37][N:38]=2)=[CH:32][N:31]=[C:30]([NH:39][CH2:40][CH2:41][NH:42]C2C=CC([N+]([O-])=O)=CN=2)[N:29]=1. (3) Given the product [CH2:14]([O:13][C:10]1[CH:9]=[C:8]([CH:18]=[CH:19][C:20]([NH:48][CH2:52][CH2:51][CH2:24][CH2:25][C:26]2[CH:31]=[C:30]([C:32]([CH3:33])([CH3:34])[CH3:35])[C:29]([OH:36])=[C:28]([C:37]([CH3:39])([CH3:40])[CH3:38])[CH:27]=2)=[O:22])[CH:7]=[C:6]([O:5][CH2:1][CH2:2][CH2:3][CH3:4])[C:11]=1[OH:12])[CH2:15][CH2:16][CH3:17], predict the reactants needed to synthesize it. The reactants are: [CH2:1]([O:5][C:6]1[CH:7]=[C:8]([CH:18]=[CH:19][C:20]([OH:22])=O)[CH:9]=[C:10]([O:13][CH2:14][CH2:15][CH2:16][CH3:17])[C:11]=1[OH:12])[CH2:2][CH2:3][CH3:4].N[CH2:24][CH2:25][C:26]1[CH:31]=[C:30]([C:32]([CH3:35])([CH3:34])[CH3:33])[C:29]([OH:36])=[C:28]([C:37]([CH3:40])([CH3:39])[CH3:38])[CH:27]=1.F[P-](F)(F)(F)(F)F.[N:48]1(O[P+](N(C)C)(N(C)C)N(C)C)[C:52]2C=CC=C[C:51]=2N=N1. (4) Given the product [NH2:12][C:4]1[CH:3]=[C:2]([Cl:1])[C:10]([Cl:11])=[CH:9][C:5]=1[C:6]([NH2:8])=[O:7], predict the reactants needed to synthesize it. The reactants are: [Cl:1][C:2]1[C:10]([Cl:11])=[CH:9][C:5]([C:6]([NH2:8])=[O:7])=[C:4]([N+:12]([O-])=O)[CH:3]=1.N. (5) Given the product [CH3:23][C:18]1[CH:19]=[C:20]([CH3:22])[N:21]=[C:16]([NH:14][C:11]2[CH:12]=[CH:13][C:8]([C:6]3[CH:5]=[CH:4][N:3]=[C:2]([CH3:1])[CH:7]=3)=[CH:9][CH:10]=2)[N:17]=1, predict the reactants needed to synthesize it. The reactants are: [CH3:1][C:2]1[CH:7]=[C:6]([C:8]2[CH:13]=[CH:12][C:11]([NH2:14])=[CH:10][CH:9]=2)[CH:5]=[CH:4][N:3]=1.Cl[C:16]1[N:21]=[C:20]([CH3:22])[CH:19]=[C:18]([CH3:23])[N:17]=1. (6) Given the product [OH:8][C:9]1[CH:14]=[C:13]([O:15][CH3:16])[CH:12]=[CH:11][C:10]=1[C:17]([C:19]1[CH:20]=[N:21][C:22]([O:25][CH2:26][CH2:27][C:28]2[N:29]=[C:30]([C:34]3[CH:35]=[CH:36][CH:37]=[CH:38][CH:39]=3)[O:31][C:32]=2[CH3:33])=[CH:23][CH:24]=1)=[O:18], predict the reactants needed to synthesize it. The reactants are: C([O:8][C:9]1[CH:14]=[C:13]([O:15][CH3:16])[CH:12]=[CH:11][C:10]=1[C:17]([C:19]1[CH:20]=[N:21][C:22]([O:25][CH2:26][CH2:27][C:28]2[N:29]=[C:30]([C:34]3[CH:39]=[CH:38][CH:37]=[CH:36][CH:35]=3)[O:31][C:32]=2[CH3:33])=[CH:23][CH:24]=1)=[O:18])C1C=CC=CC=1. (7) Given the product [F:11][C:10]1[C:9]([C:12]2[CH:17]=[CH:16][CH:15]=[CH:14][CH:13]=2)=[C:8]([CH3:18])[C:7]([C:19]#[N:20])=[C:5]2[C:4]=1[O:3][C:2]([NH:24][CH3:21])=[N:6]2, predict the reactants needed to synthesize it. The reactants are: Cl[C:2]1[O:3][C:4]2[C:5](=[C:7]([C:19]#[N:20])[C:8]([CH3:18])=[C:9]([C:12]3[CH:17]=[CH:16][CH:15]=[CH:14][CH:13]=3)[C:10]=2[F:11])[N:6]=1.[CH:21]([N:24](CC)C(C)C)(C)C.CN. (8) Given the product [C:20]([C:24]1[CH:29]=[CH:28][C:27]([C:8]2[C:7]([C:14]#[N:15])=[C:6]([OH:16])[C:5]([OH:4])=[CH:10][C:9]=2[C:11]#[N:12])=[CH:26][CH:25]=1)([CH3:23])([CH3:22])[CH3:21], predict the reactants needed to synthesize it. The reactants are: C([O:4][C:5]1[CH:10]=[C:9]([C:11]#[N:12])[C:8](Br)=[C:7]([C:14]#[N:15])[C:6]=1[O:16]C(=O)C)(=O)C.[C:20]([C:24]1[CH:29]=[CH:28][C:27](B(O)O)=[CH:26][CH:25]=1)([CH3:23])([CH3:22])[CH3:21]. (9) Given the product [C:21]([O:24][CH2:25][C:26]([NH:28][C:29]1[CH:34]=[C:33]([CH2:35][NH:1][C:2]2[N:3]=[CH:4][S:5][C:6]=2[C:7]([NH:9][C:10]2[CH:20]=[CH:19][C:13]3[O:14][C:15]([F:18])([F:17])[O:16][C:12]=3[CH:11]=2)=[O:8])[CH:32]=[CH:31][N:30]=1)=[O:27])(=[O:23])[CH3:22], predict the reactants needed to synthesize it. The reactants are: [NH2:1][C:2]1[N:3]=[CH:4][S:5][C:6]=1[C:7]([NH:9][C:10]1[CH:20]=[CH:19][C:13]2[O:14][C:15]([F:18])([F:17])[O:16][C:12]=2[CH:11]=1)=[O:8].[C:21]([O:24][CH2:25][C:26]([NH:28][C:29]1[CH:34]=[C:33]([CH2:35]Cl)[CH:32]=[CH:31][N:30]=1)=[O:27])(=[O:23])[CH3:22].CS(OCC1C=CN=C(C(NC)=O)C=1)(=O)=O.